From a dataset of Catalyst prediction with 721,799 reactions and 888 catalyst types from USPTO. Predict which catalyst facilitates the given reaction. (1) Reactant: [H-].[Al+3].[Li+].[H-].[H-].[H-].[CH3:7][C:8]([N:15]1[CH:19]=[C:18]([N+:20]([O-:22])=[O:21])[N:17]=[CH:16]1)([CH3:14])[C:9](OCC)=[O:10].O.[OH-].[Na+]. Product: [CH3:14][C:8]([N:15]1[CH:19]=[C:18]([N+:20]([O-:22])=[O:21])[N:17]=[CH:16]1)([CH3:7])[CH2:9][OH:10]. The catalyst class is: 7. (2) Reactant: [N+:1]([C:4]1[CH:5]=[C:6]([N:10]2[CH:14]=[CH:13][N:12]=[N:11]2)[CH:7]=[CH:8][CH:9]=1)([O-])=O.[H][H]. Product: [N:10]1([C:6]2[CH:5]=[C:4]([NH2:1])[CH:9]=[CH:8][CH:7]=2)[CH:14]=[CH:13][N:12]=[N:11]1. The catalyst class is: 403. (3) Reactant: [Br:1]Br.[CH:3]1[C:12]2[C:7](=[CH:8][CH:9]=[CH:10][CH:11]=2)[CH:6]=[CH:5][C:4]=1[C:13](=[O:16])[CH2:14][CH3:15].Br. Product: [Br:1][CH:14]([CH3:15])[C:13]([C:4]1[CH:5]=[CH:6][C:7]2[C:12](=[CH:11][CH:10]=[CH:9][CH:8]=2)[CH:3]=1)=[O:16]. The catalyst class is: 15.